From a dataset of Full USPTO retrosynthesis dataset with 1.9M reactions from patents (1976-2016). Predict the reactants needed to synthesize the given product. Given the product [C:20]([CH:18]1[N:17]2[C:12](=[CH:13][C:14](=[O:29])[C:15]([C:24]([O:26][CH2:27][CH3:28])=[O:25])=[CH:16]2)[C:11]2[CH:30]=[C:31]([O:32][CH3:33])[C:8]([O:7][CH2:6][CH2:5][CH2:4][CH2:3][CH2:2][NH:1][S:35]([CH3:34])(=[O:37])=[O:36])=[CH:9][C:10]=2[CH2:19]1)([CH3:23])([CH3:21])[CH3:22], predict the reactants needed to synthesize it. The reactants are: [NH2:1][CH2:2][CH2:3][CH2:4][CH2:5][CH2:6][O:7][C:8]1[C:31]([O:32][CH3:33])=[CH:30][C:11]2[C:12]3[N:17]([CH:18]([C:20]([CH3:23])([CH3:22])[CH3:21])[CH2:19][C:10]=2[CH:9]=1)[CH:16]=[C:15]([C:24]([O:26][CH2:27][CH3:28])=[O:25])[C:14](=[O:29])[CH:13]=3.[CH3:34][S:35](O[S:35]([CH3:34])(=[O:37])=[O:36])(=[O:37])=[O:36].CCN(CC)CC.